The task is: Predict the reactants needed to synthesize the given product.. This data is from Full USPTO retrosynthesis dataset with 1.9M reactions from patents (1976-2016). Given the product [ClH:1].[Cl:1][C:2]1[CH:3]=[CH:4][C:5]([O:28][CH2:29][CH:30]([CH3:32])[CH3:31])=[C:6]([CH2:8][N:9]2[C:13]([CH3:14])=[CH:12][C:11]([C:15]([NH:17][C:18]3[CH:23]=[CH:22][C:21]([CH2:24][N:33]4[CH2:38][CH2:37][O:36][CH2:35][CH2:34]4)=[C:20]([O:26][CH3:27])[CH:19]=3)=[O:16])=[N:10]2)[CH:7]=1, predict the reactants needed to synthesize it. The reactants are: [Cl:1][C:2]1[CH:3]=[CH:4][C:5]([O:28][CH2:29][CH:30]([CH3:32])[CH3:31])=[C:6]([CH2:8][N:9]2[C:13]([CH3:14])=[CH:12][C:11]([C:15]([NH:17][C:18]3[CH:23]=[CH:22][C:21]([CH:24]=O)=[C:20]([O:26][CH3:27])[CH:19]=3)=[O:16])=[N:10]2)[CH:7]=1.[NH:33]1[CH2:38][CH2:37][O:36][CH2:35][CH2:34]1.C(O[BH-](OC(=O)C)OC(=O)C)(=O)C.[Na+].C(OCC)(=O)C.